From a dataset of Full USPTO retrosynthesis dataset with 1.9M reactions from patents (1976-2016). Predict the reactants needed to synthesize the given product. (1) Given the product [N:62]1([C:26]([C:25]2[CH:24]=[CH:23][C:22]([C:19]3[N:18]=[C:17]([C@H:12]4[CH2:13][CH2:14][CH2:15][CH2:16][N:11]4[C:9](=[O:10])[CH2:8][O:1][C:2]4[CH:7]=[CH:6][CH:5]=[CH:4][CH:3]=4)[O:21][N:20]=3)=[CH:30][CH:29]=2)=[O:27])[CH2:67][CH2:66][O:65][CH2:64][CH2:63]1, predict the reactants needed to synthesize it. The reactants are: [O:1]([CH2:8][C:9]([N:11]1[CH2:16][CH2:15][CH2:14][CH2:13][C@@H:12]1[C:17]1[O:21][N:20]=[C:19]([C:22]2[CH:30]=[CH:29][C:25]([C:26](O)=[O:27])=[CH:24][CH:23]=2)[N:18]=1)=[O:10])[C:2]1[CH:7]=[CH:6][CH:5]=[CH:4][CH:3]=1.CN(C(ON1N=NC2C=CC=CC1=2)=[N+](C)C)C.[B-](F)(F)(F)F.CCN(C(C)C)C(C)C.[NH:62]1[CH2:67][CH2:66][O:65][CH2:64][CH2:63]1. (2) Given the product [NH2:1][CH2:4][CH2:5][O:6][C@@H:7]([C:21]1[CH:26]=[CH:25][CH:24]=[C:23]([F:27])[C:22]=1[C:28]1[CH:33]=[CH:32][CH:31]=[C:30]([CH3:34])[CH:29]=1)[C@@H:8]1[CH2:13][CH2:12][CH2:11][N:10]([C:14]([O:16][C:17]([CH3:20])([CH3:19])[CH3:18])=[O:15])[CH2:9]1, predict the reactants needed to synthesize it. The reactants are: [N:1]([CH2:4][CH2:5][O:6][CH:7]([C:21]1[CH:26]=[CH:25][CH:24]=[C:23]([F:27])[C:22]=1[C:28]1[CH:33]=[CH:32][CH:31]=[C:30]([CH3:34])[CH:29]=1)[C@@H:8]1[CH2:13][CH2:12][CH2:11][N:10]([C:14]([O:16][C:17]([CH3:20])([CH3:19])[CH3:18])=[O:15])[CH2:9]1)=[N+]=[N-]. (3) Given the product [C:1]([O:4][C:5]1[C:6]([CH3:23])=[C:7]2[CH:21]=[CH:20][N:19]([CH3:22])[C:8]2=[N:9][C:10]=1[CH2:11][CH2:12][CH2:13][CH2:14][CH2:15][CH2:16][CH2:17][CH3:18])(=[O:3])[CH3:2], predict the reactants needed to synthesize it. The reactants are: [C:1]([O:4][C:5]1[C:6]([CH3:23])=[C:7]2[CH2:21][CH2:20][N:19]([CH3:22])[C:8]2=[N:9][C:10]=1[CH2:11][CH2:12][CH2:13][CH2:14][CH2:15][CH2:16][CH2:17][CH3:18])(=[O:3])[CH3:2]. (4) Given the product [Cl:31][C:25]1[C:24]([CH3:32])=[C:23]([NH:22][C@@H:10]([C:11]2[S:12][C:13]([C:16]3[CH:21]=[CH:20][CH:19]=[CH:18][CH:17]=3)=[N:14][N:15]=2)[C@@H:9]([OH:8])[CH3:33])[CH:30]=[CH:29][C:26]=1[C:27]#[N:28], predict the reactants needed to synthesize it. The reactants are: [Si]([O:8][C@@H:9]([CH3:33])[C@@H:10]([NH:22][C:23]1[CH:30]=[CH:29][C:26]([C:27]#[N:28])=[C:25]([Cl:31])[C:24]=1[CH3:32])[C:11]1[S:12][C:13]([C:16]2[CH:21]=[CH:20][CH:19]=[CH:18][CH:17]=2)=[N:14][N:15]=1)(C(C)(C)C)(C)C.[F-].C([N+](CCCC)(CCCC)CCCC)CCC.